This data is from Catalyst prediction with 721,799 reactions and 888 catalyst types from USPTO. The task is: Predict which catalyst facilitates the given reaction. (1) Product: [CH3:18][N:14]([CH:11]1[CH2:12][CH2:13][N:8]([C:4]2[CH:5]=[CH:6][CH:7]=[C:2]([B:19]3[O:23][C:22]([CH3:25])([CH3:24])[C:21]([CH3:27])([CH3:26])[O:20]3)[CH:3]=2)[CH2:9][CH2:10]1)[C:15](=[O:17])[CH3:16]. Reactant: Br[C:2]1[CH:3]=[C:4]([N:8]2[CH2:13][CH2:12][CH:11]([N:14]([CH3:18])[C:15](=[O:17])[CH3:16])[CH2:10][CH2:9]2)[CH:5]=[CH:6][CH:7]=1.[B:19]1([B:19]2[O:23][C:22]([CH3:25])([CH3:24])[C:21]([CH3:27])([CH3:26])[O:20]2)[O:23][C:22]([CH3:25])([CH3:24])[C:21]([CH3:27])([CH3:26])[O:20]1.C(Cl)Cl.C([O-])(=O)C. The catalyst class is: 800. (2) Reactant: [Mg].[Br:2][C:3]1[CH:8]=[CH:7][C:6](Br)=[CH:5][CH:4]=1.[Cl:10][Si:11](Cl)([Cl:13])[Cl:12]. Product: [Br:2][C:3]1[CH:8]=[CH:7][C:6]([Si:11]([Cl:13])([Cl:12])[Cl:10])=[CH:5][CH:4]=1. The catalyst class is: 27. (3) The catalyst class is: 2. Reactant: [N:1]1[CH:6]=[CH:5][CH:4]=[CH:3][C:2]=1[C:7]1[C:8]([CH:17]([NH:19]C(=O)OC(C)(C)C)[CH3:18])=[N:9][C:10]2[C:15]([CH:16]=1)=[CH:14][N:13]=[CH:12][CH:11]=2.FC(F)(F)C(O)=O. Product: [N:1]1[CH:6]=[CH:5][CH:4]=[CH:3][C:2]=1[C:7]1[C:8]([CH:17]([NH2:19])[CH3:18])=[N:9][C:10]2[C:15]([CH:16]=1)=[CH:14][N:13]=[CH:12][CH:11]=2. (4) Reactant: [BH4-].[Na+].[Cl-].[Li+].[C:5]([O:9][C:10]([NH:12][C@H:13]([C:18]1[CH:23]=[CH:22][C:21]([O:24][CH2:25][CH:26]([CH3:30])[CH2:27][CH2:28][CH3:29])=[CH:20][CH:19]=1)[C:14](OC)=[O:15])=[O:11])([CH3:8])([CH3:7])[CH3:6]. Product: [OH:15][CH2:14][C@H:13]([NH:12][C:10](=[O:11])[O:9][C:5]([CH3:6])([CH3:8])[CH3:7])[C:18]1[CH:19]=[CH:20][C:21]([O:24][CH2:25][CH:26]([CH3:30])[CH2:27][CH2:28][CH3:29])=[CH:22][CH:23]=1. The catalyst class is: 199. (5) Reactant: [Cl:1][C:2]1[N:11]=[C:10](Cl)[C:9]2[C:4](=[CH:5][CH:6]=[C:7]([CH3:13])[CH:8]=2)[N:3]=1.[CH3:14][NH:15][CH3:16]. Product: [Cl:1][C:2]1[N:11]=[C:10]([N:15]([CH3:16])[CH3:14])[C:9]2[C:4](=[CH:5][CH:6]=[C:7]([CH3:13])[CH:8]=2)[N:3]=1. The catalyst class is: 2. (6) Reactant: N[C:2]1[C:7]([C:8]#[N:9])=[C:6]([C:10]2[CH:15]=[CH:14][C:13]([O:16][CH2:17][CH2:18][OH:19])=[CH:12][CH:11]=2)[C:5]([C:20]#[N:21])=[C:4]([S:22][CH2:23][C:24]2[N:25]=[C:26]([C:29]3[CH:34]=[CH:33][C:32]([Cl:35])=[CH:31][CH:30]=3)[S:27][CH:28]=2)[N:3]=1.N(OCCC(C)C)=O.[ClH:44]. Product: [Cl:44][C:2]1[C:7]([C:8]#[N:9])=[C:6]([C:10]2[CH:11]=[CH:12][C:13]([O:16][CH2:17][CH2:18][OH:19])=[CH:14][CH:15]=2)[C:5]([C:20]#[N:21])=[C:4]([S:22][CH2:23][C:24]2[N:25]=[C:26]([C:29]3[CH:30]=[CH:31][C:32]([Cl:35])=[CH:33][CH:34]=3)[S:27][CH:28]=2)[N:3]=1. The catalyst class is: 879. (7) Reactant: [N+:1]([C:4]1[CH:5]=[C:6]([CH2:10][C:11](Cl)=[O:12])[CH:7]=[CH:8][CH:9]=1)([O-:3])=[O:2].[NH2:14][C:15]1[CH:23]=[CH:22][CH:21]=[CH:20][C:16]=1[C:17](O)=[O:18].N1C=CC=CC=1. Product: [N+:1]([C:4]1[CH:5]=[C:6]([CH:7]=[CH:8][CH:9]=1)[CH2:10][C:11]1[O:12][C:17](=[O:18])[C:16]2[CH:20]=[CH:21][CH:22]=[CH:23][C:15]=2[N:14]=1)([O-:3])=[O:2]. The catalyst class is: 2.